From a dataset of Reaction yield outcomes from USPTO patents with 853,638 reactions. Predict the reaction yield, written as a fraction of the theoretical maximum amount of product (1.0 means a 100% yield; for example, 0.34 means a 34% yield). The reactants are [CH3:1][C:2]1[C:6]([CH2:7][N:8]2[CH:12]=[C:11]([N:13]3[C:17](=[O:18])[CH2:16][NH:15][C:14]3=[O:19])[CH:10]=[N:9]2)=[C:5]([CH3:20])[O:4][N:3]=1.[F:21][C:22]1[CH:30]=[CH:29][CH:28]=[CH:27][C:23]=1[CH2:24][CH2:25]Br. No catalyst specified. The product is [CH3:1][C:2]1[C:6]([CH2:7][N:8]2[CH:12]=[C:11]([N:13]3[C:17](=[O:18])[CH2:16][N:15]([CH2:25][CH2:24][C:23]4[CH:27]=[CH:28][CH:29]=[CH:30][C:22]=4[F:21])[C:14]3=[O:19])[CH:10]=[N:9]2)=[C:5]([CH3:20])[O:4][N:3]=1. The yield is 0.240.